Predict the product of the given reaction. From a dataset of Forward reaction prediction with 1.9M reactions from USPTO patents (1976-2016). (1) The product is: [CH3:1][O:2][C:3](=[O:30])[CH2:4][CH2:5][C@H:6]([C@@H:8]1[C@:25]2([CH3:26])[C@H:11]([C@H:12]3[C@H:22]([CH2:23][CH2:24]2)[C@:20]2([CH3:21])[C:15]([C:16]([CH3:29])([CH3:28])[C@@H:17]([OH:27])[CH2:18][CH2:19]2)=[CH:14][CH2:13]3)[CH2:10][CH2:9]1)[CH3:7]. Given the reactants [CH3:1][O:2][C:3](=[O:30])[CH2:4][CH2:5][C@H:6]([C@@H:8]1[C@:25]2([CH3:26])[C@H:11]([C@H:12]3[C@H:22]([CH2:23][CH2:24]2)[C@:20]2([CH3:21])[C:15]([C:16]([CH3:29])([CH3:28])[C:17](=[O:27])[CH2:18][CH2:19]2)=[CH:14][CH2:13]3)[CH2:10][CH2:9]1)[CH3:7].[BH4-].[Na+], predict the reaction product. (2) Given the reactants Cl.CN(C)CCCN=C=NCC.[C:13]([CH2:16][CH2:17][CH2:18][O:19][C:20]1[CH:29]=[C:28]2[C:23]([C:24]([NH:30][C:31]3[CH:36]=[CH:35][C:34]([Cl:37])=[CH:33][C:32]=3[F:38])=[N:25][CH:26]=[N:27]2)=[CH:22][C:21]=1[O:39][CH3:40])([OH:15])=O.[CH3:41][N:42]1[CH2:47][CH2:46][NH:45][CH2:44][CH2:43]1, predict the reaction product. The product is: [Cl:37][C:34]1[CH:35]=[CH:36][C:31]([NH:30][C:24]2[C:23]3[C:28](=[CH:29][C:20]([O:19][CH2:18][CH2:17][CH2:16][C:13]([N:45]4[CH2:46][CH2:47][N:42]([CH3:41])[CH2:43][CH2:44]4)=[O:15])=[C:21]([O:39][CH3:40])[CH:22]=3)[N:27]=[CH:26][N:25]=2)=[C:32]([F:38])[CH:33]=1.